Dataset: TCR-epitope binding with 47,182 pairs between 192 epitopes and 23,139 TCRs. Task: Binary Classification. Given a T-cell receptor sequence (or CDR3 region) and an epitope sequence, predict whether binding occurs between them. (1) The epitope is ILKEPVHGV. The TCR CDR3 sequence is CARGQGTEAFF. Result: 0 (the TCR does not bind to the epitope). (2) The epitope is TSDLATNNLVVMAY. The TCR CDR3 sequence is CASSFGPKGEQYF. Result: 0 (the TCR does not bind to the epitope). (3) The TCR CDR3 sequence is CASSLASATGELFF. The epitope is AVFDRKSDAK. Result: 1 (the TCR binds to the epitope). (4) The epitope is FLNGSCGSV. The TCR CDR3 sequence is CASSFLQHQETQYF. Result: 1 (the TCR binds to the epitope). (5) The epitope is FTISVTTEIL. The TCR CDR3 sequence is CATSSSGLGAEQYF. Result: 0 (the TCR does not bind to the epitope).